This data is from Reaction yield outcomes from USPTO patents with 853,638 reactions. The task is: Predict the reaction yield, written as a fraction of the theoretical maximum amount of product (1.0 means a 100% yield; for example, 0.34 means a 34% yield). (1) The reactants are [CH3:1][O:2][C:3]([C:5]1[C:13]([NH:14][C:15]2[CH:20]=[CH:19][C:18]([Br:21])=[CH:17][CH:16]=2)=[C:12]([F:22])[C:8]2[N:9]=[CH:10][NH:11][C:7]=2[CH:6]=1)=[O:4].[Cl:23]N1C(=O)CCC1=O. The catalyst is CN(C)C=O. The product is [CH3:1][O:2][C:3]([C:5]1[C:13]([NH:14][C:15]2[CH:20]=[CH:19][C:18]([Br:21])=[CH:17][C:16]=2[Cl:23])=[C:12]([F:22])[C:8]2[N:9]=[CH:10][NH:11][C:7]=2[CH:6]=1)=[O:4]. The yield is 0.870. (2) The reactants are [O:1]=[S:2]1(=[O:29])[C:6]2[CH:7]=[CH:8][C:9]([C:11]3[C:19]4[C:14](=[CH:15][C:16]([F:20])=[CH:17][CH:18]=4)[N:13](C(OC(C)(C)C)=O)[CH:12]=3)=[CH:10][C:5]=2[C:4](=[O:28])[NH:3]1. The catalyst is Cl.CCOC(C)=O. The product is [F:20][C:16]1[CH:15]=[C:14]2[C:19]([C:11]([C:9]3[CH:8]=[CH:7][C:6]4[S:2](=[O:29])(=[O:1])[NH:3][C:4](=[O:28])[C:5]=4[CH:10]=3)=[CH:12][NH:13]2)=[CH:18][CH:17]=1. The yield is 0.140. (3) The reactants are [CH3:1][O:2][C:3]1[CH:4]=[C:5]2[C:10](=[CH:11][CH:12]=1)[CH:9]([CH2:13][C:14]1[CH:19]=[CH:18][C:17]([O:20][CH2:21][C:22]3[CH:27]=[CH:26][CH:25]=[CH:24][CH:23]=3)=[CH:16][CH:15]=1)[NH:8][CH2:7][CH2:6]2.C(N(CC)CC)C.[C:35](Cl)(=[O:42])[C:36]1[CH:41]=[CH:40][CH:39]=[CH:38][CH:37]=1. The catalyst is CN(C)C1C=CN=CC=1.C(Cl)Cl. The product is [C:35]([N:8]1[CH2:7][CH2:6][C:5]2[C:10](=[CH:11][CH:12]=[C:3]([O:2][CH3:1])[CH:4]=2)[CH:9]1[CH2:13][C:14]1[CH:19]=[CH:18][C:17]([O:20][CH2:21][C:22]2[CH:27]=[CH:26][CH:25]=[CH:24][CH:23]=2)=[CH:16][CH:15]=1)(=[O:42])[C:36]1[CH:41]=[CH:40][CH:39]=[CH:38][CH:37]=1. The yield is 0.900. (4) The reactants are [NH2:1][C:2]1[C:3](=[O:20])[N:4]([CH2:11][C:12]2[CH:17]=[CH:16][C:15]([O:18][CH3:19])=[CH:14][CH:13]=2)[C:5](=[O:10])[N:6]([CH3:9])[C:7]=1[NH2:8].[F:21][C:22]1[CH:27]=[CH:26][C:25]([O:28][C:29]([F:32])([F:31])[F:30])=[CH:24][C:23]=1[CH2:33][C:34](O)=O.CCN=C=NCCCN(C)C. The catalyst is C(O)C. The product is [F:21][C:22]1[CH:27]=[CH:26][C:25]([O:28][C:29]([F:30])([F:31])[F:32])=[CH:24][C:23]=1[CH2:33][C:34]1[NH:1][C:2]2[C:3](=[O:20])[N:4]([CH2:11][C:12]3[CH:17]=[CH:16][C:15]([O:18][CH3:19])=[CH:14][CH:13]=3)[C:5](=[O:10])[N:6]([CH3:9])[C:7]=2[N:8]=1. The yield is 0.484. (5) The reactants are [NH2:1][C:2]1[CH:11]=[C:10]([Cl:12])[C:9]([C:13]2[CH:14]=[C:15]3[C:19](=[CH:20][CH:21]=2)[N:18]([CH3:22])[CH:17]=[CH:16]3)=[CH:8][C:3]=1[C:4]([O:6][CH3:7])=[O:5].[CH3:23][O:24][C:25]([C:27]1[CH:28]=[C:29]([CH2:33][C:34](O)=[O:35])[CH:30]=[CH:31][CH:32]=1)=[O:26].CN(C(ON1N=NC2C=CC=NC1=2)=[N+](C)C)C.F[P-](F)(F)(F)(F)F.C(N(CC)CC)C. The catalyst is ClCCl. The product is [Cl:12][C:10]1[C:9]([C:13]2[CH:14]=[C:15]3[C:19](=[CH:20][CH:21]=2)[N:18]([CH3:22])[CH:17]=[CH:16]3)=[CH:8][C:3]([C:4]([O:6][CH3:7])=[O:5])=[C:2]([NH:1][C:34](=[O:35])[CH2:33][C:29]2[CH:30]=[CH:31][CH:32]=[C:27]([C:25]([O:24][CH3:23])=[O:26])[CH:28]=2)[CH:11]=1. The yield is 0.880. (6) The reactants are [H-].[Al+3].[Li+].[H-].[H-].[H-].[CH:7]12[CH2:16][CH:11]3[CH2:12][CH:13]([CH2:15][CH:9]([CH2:10]3)[CH:8]1[CH2:17][C:18](OC)=[O:19])[CH2:14]2.O.[OH-].[Na+]. The catalyst is O1CCCC1. The product is [CH:7]12[CH2:16][CH:11]3[CH2:12][CH:13]([CH2:15][CH:9]([CH2:10]3)[CH:8]1[CH2:17][CH2:18][OH:19])[CH2:14]2. The yield is 0.900. (7) The reactants are Cl[CH2:2][C:3]1[CH:8]=[CH:7][C:6]([C:9]([NH:11][C:12]2[S:13][C:14]([N:22]3[CH2:27][CH2:26][O:25][CH2:24][CH2:23]3)=[C:15]([C:17]3[O:18][CH:19]=[CH:20][CH:21]=3)[N:16]=2)=[O:10])=[CH:5][N:4]=1.[NH:28]1[CH:32]=[CH:31][N:30]=[CH:29]1.O. The catalyst is CN(C=O)C. The yield is 0.550. The product is [O:18]1[CH:19]=[CH:20][CH:21]=[C:17]1[C:15]1[N:16]=[C:12]([NH:11][C:9]([C:6]2[CH:7]=[CH:8][C:3]([CH2:2][N:28]3[CH:32]=[CH:31][N:30]=[CH:29]3)=[N:4][CH:5]=2)=[O:10])[S:13][C:14]=1[N:22]1[CH2:27][CH2:26][O:25][CH2:24][CH2:23]1.